This data is from Reaction yield outcomes from USPTO patents with 853,638 reactions. The task is: Predict the reaction yield, written as a fraction of the theoretical maximum amount of product (1.0 means a 100% yield; for example, 0.34 means a 34% yield). (1) The reactants are [C:1]1([NH2:8])[C:2]([NH2:7])=[CH:3][CH:4]=[CH:5][CH:6]=1.[C:9]([O:13][C:14]([N:16]1[CH2:21][CH2:20][C@@H:19]([NH:22][C:23]([NH:25][C:26]2[CH:27]=[N:28][C:29]([C:32]([F:35])([F:34])[F:33])=[CH:30][CH:31]=2)=[O:24])[CH2:18][C@@H:17]1[C:36](O)=[O:37])=[O:15])([CH3:12])([CH3:11])[CH3:10].F[P-](F)(F)(F)(F)F.N1(O[P+](N(C)C)(N(C)C)N(C)C)C2C=CC=CC=2N=N1.CCN(C(C)C)C(C)C. The catalyst is CN(C=O)C.O. The product is [NH2:7][C:2]1[CH:3]=[CH:4][CH:5]=[CH:6][C:1]=1[NH:8][C:36]([C@H:17]1[CH2:18][C@H:19]([NH:22][C:23]([NH:25][C:26]2[CH:27]=[N:28][C:29]([C:32]([F:35])([F:34])[F:33])=[CH:30][CH:31]=2)=[O:24])[CH2:20][CH2:21][N:16]1[C:14]([O:13][C:9]([CH3:12])([CH3:11])[CH3:10])=[O:15])=[O:37]. The yield is 0.910. (2) The reactants are [Br:1][C:2]1[C:7]([OH:8])=[CH:6][CH:5]=[CH:4][C:3]=1[C:9](=[O:11])[CH3:10].C(=O)([O-])[O-].[K+].[K+].[CH2:18](I)[CH3:19].C(OCC)(=O)C.CCCCCC. The catalyst is CN(C)C=O.O. The product is [Br:1][C:2]1[C:7]([O:8][CH2:18][CH3:19])=[CH:6][CH:5]=[CH:4][C:3]=1[C:9](=[O:11])[CH3:10]. The yield is 0.670.